This data is from NCI-60 drug combinations with 297,098 pairs across 59 cell lines. The task is: Regression. Given two drug SMILES strings and cell line genomic features, predict the synergy score measuring deviation from expected non-interaction effect. (1) Drug 1: CCC1(CC2CC(C3=C(CCN(C2)C1)C4=CC=CC=C4N3)(C5=C(C=C6C(=C5)C78CCN9C7C(C=CC9)(C(C(C8N6C=O)(C(=O)OC)O)OC(=O)C)CC)OC)C(=O)OC)O.OS(=O)(=O)O. Drug 2: CCCCC(=O)OCC(=O)C1(CC(C2=C(C1)C(=C3C(=C2O)C(=O)C4=C(C3=O)C=CC=C4OC)O)OC5CC(C(C(O5)C)O)NC(=O)C(F)(F)F)O. Cell line: SF-295. Synergy scores: CSS=65.7, Synergy_ZIP=1.74, Synergy_Bliss=-0.977, Synergy_Loewe=0.0544, Synergy_HSA=1.15. (2) Drug 1: COC1=C(C=C2C(=C1)N=CN=C2NC3=CC(=C(C=C3)F)Cl)OCCCN4CCOCC4. Drug 2: CN1C2=C(C=C(C=C2)N(CCCl)CCCl)N=C1CCCC(=O)O.Cl. Cell line: HCT116. Synergy scores: CSS=12.8, Synergy_ZIP=-4.24, Synergy_Bliss=1.68, Synergy_Loewe=-12.0, Synergy_HSA=-0.259. (3) Drug 1: CCCS(=O)(=O)NC1=C(C(=C(C=C1)F)C(=O)C2=CNC3=C2C=C(C=N3)C4=CC=C(C=C4)Cl)F. Drug 2: CC1=C(C(=CC=C1)Cl)NC(=O)C2=CN=C(S2)NC3=CC(=NC(=N3)C)N4CCN(CC4)CCO. Cell line: LOX IMVI. Synergy scores: CSS=56.5, Synergy_ZIP=6.60, Synergy_Bliss=5.62, Synergy_Loewe=8.57, Synergy_HSA=9.07. (4) Drug 1: C1CN1P(=S)(N2CC2)N3CC3. Drug 2: CCC1=C2CN3C(=CC4=C(C3=O)COC(=O)C4(CC)O)C2=NC5=C1C=C(C=C5)O. Cell line: KM12. Synergy scores: CSS=24.7, Synergy_ZIP=-10.5, Synergy_Bliss=-0.954, Synergy_Loewe=-3.42, Synergy_HSA=0.624. (5) Drug 1: CN1CCC(CC1)COC2=C(C=C3C(=C2)N=CN=C3NC4=C(C=C(C=C4)Br)F)OC. Drug 2: CC=C1C(=O)NC(C(=O)OC2CC(=O)NC(C(=O)NC(CSSCCC=C2)C(=O)N1)C(C)C)C(C)C. Cell line: SR. Synergy scores: CSS=65.1, Synergy_ZIP=-2.48, Synergy_Bliss=-7.61, Synergy_Loewe=-66.3, Synergy_HSA=-7.53. (6) Drug 1: CN1CCC(CC1)COC2=C(C=C3C(=C2)N=CN=C3NC4=C(C=C(C=C4)Br)F)OC. Drug 2: CCC1(CC2CC(C3=C(CCN(C2)C1)C4=CC=CC=C4N3)(C5=C(C=C6C(=C5)C78CCN9C7C(C=CC9)(C(C(C8N6C=O)(C(=O)OC)O)OC(=O)C)CC)OC)C(=O)OC)O.OS(=O)(=O)O. Cell line: DU-145. Synergy scores: CSS=24.2, Synergy_ZIP=7.55, Synergy_Bliss=13.7, Synergy_Loewe=11.0, Synergy_HSA=14.5. (7) Drug 2: CC12CCC3C(C1CCC2OP(=O)(O)O)CCC4=C3C=CC(=C4)OC(=O)N(CCCl)CCCl.[Na+]. Cell line: COLO 205. Synergy scores: CSS=49.5, Synergy_ZIP=-2.85, Synergy_Bliss=-7.03, Synergy_Loewe=-14.2, Synergy_HSA=-5.77. Drug 1: CCCCC(=O)OCC(=O)C1(CC(C2=C(C1)C(=C3C(=C2O)C(=O)C4=C(C3=O)C=CC=C4OC)O)OC5CC(C(C(O5)C)O)NC(=O)C(F)(F)F)O. (8) Drug 1: CCC1=CC2CC(C3=C(CN(C2)C1)C4=CC=CC=C4N3)(C5=C(C=C6C(=C5)C78CCN9C7C(C=CC9)(C(C(C8N6C)(C(=O)OC)O)OC(=O)C)CC)OC)C(=O)OC.C(C(C(=O)O)O)(C(=O)O)O. Drug 2: CC1=C(C(=CC=C1)Cl)NC(=O)C2=CN=C(S2)NC3=CC(=NC(=N3)C)N4CCN(CC4)CCO. Cell line: HCT116. Synergy scores: CSS=57.2, Synergy_ZIP=-1.86, Synergy_Bliss=-0.0972, Synergy_Loewe=0.666, Synergy_HSA=0.845.